From a dataset of Catalyst prediction with 721,799 reactions and 888 catalyst types from USPTO. Predict which catalyst facilitates the given reaction. (1) Reactant: [Br:1][C:2]1[CH:3]=[C:4]2[C:8](=[CH:9][CH:10]=1)[C:7](=O)[NH:6][C:5]2=O.CO.Cl. Product: [Br:1][C:2]1[CH:3]=[C:4]2[C:8](=[CH:9][CH:10]=1)[CH2:7][NH:6][CH2:5]2. The catalyst class is: 1. (2) Reactant: Cl[CH2:2][C:3]1[CH:8]=[CH:7][C:6]([C:9]2[S:17][C:16]3[C:11](=[N:12][CH:13]=[CH:14][C:15]=3[O:18][C:19]3[CH:24]=[CH:23][C:22]([N+:25]([O-:27])=[O:26])=[CH:21][C:20]=3[F:28])[CH:10]=2)=[CH:5][CH:4]=1.[CH2:29]([CH2:31][NH2:32])[OH:30]. Product: [F:28][C:20]1[CH:21]=[C:22]([N+:25]([O-:27])=[O:26])[CH:23]=[CH:24][C:19]=1[O:18][C:15]1[CH:14]=[CH:13][N:12]=[C:11]2[CH:10]=[C:9]([C:6]3[CH:5]=[CH:4][C:3]([CH2:2][NH:32][CH2:31][CH2:29][OH:30])=[CH:8][CH:7]=3)[S:17][C:16]=12. The catalyst class is: 57. (3) Reactant: [NH2:1][CH2:2][CH2:3][O:4][C:5]1[CH:44]=[CH:43][C:8]([CH2:9][C@H:10]([NH:31][C:32](=[O:42])[O:33][C@@H:34]2[C@H:41]3[C@H:37]([O:38][CH2:39][CH2:40]3)[O:36][CH2:35]2)[C@H:11]([OH:30])[CH2:12][N:13]([S:18]([C:21]2[CH:29]=[CH:28][C:24]3[O:25][CH2:26][O:27][C:23]=3[CH:22]=2)(=[O:20])=[O:19])[CH2:14][CH:15]([CH3:17])[CH3:16])=[CH:7][CH:6]=1.C(N(CC)C(C)C)(C)C.[C:54](Cl)(=[O:56])[CH3:55]. Product: [C:54]([NH:1][CH2:2][CH2:3][O:4][C:5]1[CH:44]=[CH:43][C:8]([CH2:9][C@H:10]([NH:31][C:32](=[O:42])[O:33][C@@H:34]2[C@H:41]3[C@H:37]([O:38][CH2:39][CH2:40]3)[O:36][CH2:35]2)[C@H:11]([OH:30])[CH2:12][N:13]([S:18]([C:21]2[CH:29]=[CH:28][C:24]3[O:25][CH2:26][O:27][C:23]=3[CH:22]=2)(=[O:19])=[O:20])[CH2:14][CH:15]([CH3:17])[CH3:16])=[CH:7][CH:6]=1)(=[O:56])[CH3:55]. The catalyst class is: 76. (4) Reactant: [F-].[Cs+].F[C:4]1[CH:11]=[CH:10][C:7]([C:8]#[N:9])=[CH:6][CH:5]=1.C[Si](C)(C)[N:14]1[CH2:18][CH2:17][CH2:16][CH2:15]1.O. Product: [N:14]1([C:4]2[CH:11]=[CH:10][C:7]([C:8]#[N:9])=[CH:6][CH:5]=2)[CH2:18][CH2:17][CH2:16][CH2:15]1. The catalyst class is: 85. (5) Reactant: I[C:2]1[CH:7]=[CH:6][C:5]([N:8]([CH2:32][CH:33]=[C:34]([CH3:36])[CH3:35])[CH:9]2[CH2:14][CH2:13][N:12]([C:15]([C@@H:17]([NH:22][C:23]([N:25]3[CH2:31][CH2:30][CH2:29][CH2:28][CH2:27][CH2:26]3)=[O:24])[CH2:18][CH:19]([CH3:21])[CH3:20])=[O:16])[CH2:11][CH2:10]2)=[CH:4][CH:3]=1.C(N(CC)CC)C.[C:44]([C:46]1([OH:52])[CH2:51][CH2:50][CH2:49][CH2:48][CH2:47]1)#[CH:45].C#C. The catalyst class is: 516. Product: [OH:52][C:46]1([C:44]#[C:45][C:2]2[CH:7]=[CH:6][C:5]([N:8]([CH2:32][CH:33]=[C:34]([CH3:36])[CH3:35])[CH:9]3[CH2:14][CH2:13][N:12]([C:15]([C@@H:17]([NH:22][C:23]([N:25]4[CH2:31][CH2:30][CH2:29][CH2:28][CH2:27][CH2:26]4)=[O:24])[CH2:18][CH:19]([CH3:20])[CH3:21])=[O:16])[CH2:11][CH2:10]3)=[CH:4][CH:3]=2)[CH2:51][CH2:50][CH2:49][CH2:48][CH2:47]1. (6) Reactant: [Cl:1][C:2]1[CH:7]=[C:6]([O:8][CH3:9])[CH:5]=[CH:4][C:3]=1[OH:10].Br[C:12]1[S:13][CH:14]=[CH:15][N:16]=1.C(=O)([O-])[O-].[K+].[K+].O. Product: [Cl:1][C:2]1[CH:7]=[C:6]([O:8][CH3:9])[CH:5]=[CH:4][C:3]=1[O:10][C:12]1[S:13][CH:14]=[CH:15][N:16]=1. The catalyst class is: 16. (7) Reactant: [O:1]1[C:5]2([CH2:10][CH2:9][C:8]([C:11]3[C:16]([OH:17])=[CH:15][CH:14]=[CH:13][N:12]=3)=[CH:7][CH2:6]2)[O:4][CH2:3][CH2:2]1. Product: [O:4]1[C:5]2([CH2:10][CH2:9][CH:8]([C:11]3[C:16]([OH:17])=[CH:15][CH:14]=[CH:13][N:12]=3)[CH2:7][CH2:6]2)[O:1][CH2:2][CH2:3]1. The catalyst class is: 293. (8) Reactant: [Cl:1][C:2]1[CH:3]=[CH:4][C:5]([CH:23]=[O:24])=[C:6]2[C:10]=1[N:9]=[C:8]1[N:11]([C:15]3[CH:20]=[CH:19][C:18]([Cl:21])=[CH:17][C:16]=3[Cl:22])[CH2:12][CH2:13][CH2:14][N:7]21.C[Si](C)(C)[C:27]([F:30])([F:29])[F:28].[F-].C([N+](CCCC)(CCCC)CCCC)CCC.Cl. Product: [Cl:1][C:2]1[C:10]2[N:9]=[C:8]3[N:11]([C:15]4[CH:20]=[CH:19][C:18]([Cl:21])=[CH:17][C:16]=4[Cl:22])[CH2:12][CH2:13][CH2:14][N:7]3[C:6]=2[C:5]([CH:23]([OH:24])[C:27]([F:30])([F:29])[F:28])=[CH:4][CH:3]=1. The catalyst class is: 54. (9) Reactant: [CH2:1]([C@H:8]([N:24]([CH2:39][C:40]1[CH:41]=[N:42][C:43](Br)=[CH:44][CH:45]=1)[C:25](=[O:38])[CH:26]=[CH:27][C:28]1[CH:33]=[CH:32][C:31]([C:34]([F:37])([F:36])[F:35])=[CH:30][CH:29]=1)[C:9]([N:11]1[CH2:16][CH2:15][N:14]([CH2:17][C:18]2[CH:23]=[CH:22][CH:21]=[CH:20][CH:19]=2)[CH2:13][CH2:12]1)=[O:10])[C:2]1[CH:7]=[CH:6][CH:5]=[CH:4][CH:3]=1.[NH:47]1[CH2:51][CH2:50][CH2:49][C:48]1=[O:52].C(=O)([O-])[O-].[K+].[K+]. Product: [CH2:1]([C@H:8]([N:24]([CH2:39][C:40]1[CH:41]=[N:42][C:43]([N:47]2[CH2:51][CH2:50][CH2:49][C:48]2=[O:52])=[CH:44][CH:45]=1)[C:25](=[O:38])[CH:26]=[CH:27][C:28]1[CH:33]=[CH:32][C:31]([C:34]([F:37])([F:36])[F:35])=[CH:30][CH:29]=1)[C:9]([N:11]1[CH2:16][CH2:15][N:14]([CH2:17][C:18]2[CH:23]=[CH:22][CH:21]=[CH:20][CH:19]=2)[CH2:13][CH2:12]1)=[O:10])[C:2]1[CH:7]=[CH:6][CH:5]=[CH:4][CH:3]=1. The catalyst class is: 185. (10) Reactant: [CH3:1][O:2][CH2:3][CH2:4][CH2:5][C:6]1[CH:7]=[CH:8][C:9]([S:16][CH3:17])=[C:10]([CH:15]=1)[C:11](OC)=[O:12].[H-].[Al+3].[Li+].[H-].[H-].[H-]. Product: [CH3:1][O:2][CH2:3][CH2:4][CH2:5][C:6]1[CH:7]=[CH:8][C:9]([S:16][CH3:17])=[C:10]([CH:15]=1)[CH2:11][OH:12]. The catalyst class is: 1.